From a dataset of Catalyst prediction with 721,799 reactions and 888 catalyst types from USPTO. Predict which catalyst facilitates the given reaction. Reactant: FC(F)(F)S(O[C:7]1[C:8](=[O:20])[N:9]2[C:13](=[C:14]([C:16](=[O:19])CC)[CH:15]=1)[CH2:12][CH2:11][CH2:10]2)(=O)=O.[F:23][C:24]1[CH:29]=[CH:28][CH:27]=[CH:26][C:25]=1B(O)O.C([O-])([O-])=[O:34].[Na+].[Na+]. Product: [F:23][C:24]1[CH:29]=[CH:28][CH:27]=[CH:26][C:25]=1[C:7]1[C:8](=[O:20])[N:9]2[C:13](=[C:14]([C:16]([OH:19])=[O:34])[CH:15]=1)[CH2:12][CH2:11][CH2:10]2. The catalyst class is: 780.